This data is from Reaction yield outcomes from USPTO patents with 853,638 reactions. The task is: Predict the reaction yield, written as a fraction of the theoretical maximum amount of product (1.0 means a 100% yield; for example, 0.34 means a 34% yield). (1) The reactants are [N:1]1([C:6]2[N:22]=[C:9]3[CH:10]=[C:11]([NH:14]C(=O)OC(C)(C)C)[CH:12]=[CH:13][N:8]3[N:7]=2)[CH2:5][CH2:4][CH2:3][CH2:2]1.Cl. The catalyst is ClCCl. The product is [N:1]1([C:6]2[N:22]=[C:9]3[CH:10]=[C:11]([NH2:14])[CH:12]=[CH:13][N:8]3[N:7]=2)[CH2:2][CH2:3][CH2:4][CH2:5]1. The yield is 0.852. (2) The reactants are FC(F)(F)C(O)=O.[Cl:8][C:9]1[CH:10]=[CH:11][C:12]([F:38])=[C:13]([CH:15]2[C:19]([C:22]3[CH:27]=[CH:26][C:25]([Cl:28])=[CH:24][C:23]=3[F:29])([C:20]#[N:21])[CH:18]([CH2:30][C:31]([CH3:34])([CH3:33])[CH3:32])[NH:17][CH:16]2[C:35]([OH:37])=O)[CH:14]=1.[NH2:39][C:40]1[CH:49]=[CH:48][C:43]([C:44]([O:46][CH3:47])=[O:45])=[CH:42][CH:41]=1.CN(C(ON1N=NC2C=CC=NC1=2)=[N+](C)C)C.F[P-](F)(F)(F)(F)F.CCN(C(C)C)C(C)C. The catalyst is C(Cl)Cl. The product is [CH3:47][O:46][C:44](=[O:45])[C:43]1[CH:48]=[CH:49][C:40]([NH:39][C:35]([C@H:16]2[C@H:15]([C:13]3[CH:14]=[C:9]([Cl:8])[CH:10]=[CH:11][C:12]=3[F:38])[C@:19]([C:22]3[CH:27]=[CH:26][C:25]([Cl:28])=[CH:24][C:23]=3[F:29])([C:20]#[N:21])[C@H:18]([CH2:30][C:31]([CH3:33])([CH3:34])[CH3:32])[NH:17]2)=[O:37])=[CH:41][CH:42]=1. The yield is 0.270.